Dataset: Reaction yield outcomes from USPTO patents with 853,638 reactions. Task: Predict the reaction yield, written as a fraction of the theoretical maximum amount of product (1.0 means a 100% yield; for example, 0.34 means a 34% yield). (1) The reactants are [NH2:1][C:2]1[CH2:7][O:6][CH2:5][C@:4]2([C:20]3[C:15](=[N:16][CH:17]=[C:18]([OH:21])[CH:19]=3)[O:14][C:13]3[C:8]2=[CH:9][C:10]([C:22]2[C:23]([F:28])=[N:24][CH:25]=[CH:26][CH:27]=2)=[CH:11][CH:12]=3)[N:3]=1.C(=O)([O-])[O-].[K+].[K+].[CH2:35](I)[C:36]([CH3:39])([CH3:38])[CH3:37]. The catalyst is CN(C=O)C.CC1OCCC1. The product is [F:28][C:23]1[C:22]([C:10]2[CH:9]=[C:8]3[C@:4]4([N:3]=[C:2]([NH2:1])[CH2:7][O:6][CH2:5]4)[C:20]4[C:15](=[N:16][CH:17]=[C:18]([O:21][CH2:35][C:36]([CH3:39])([CH3:38])[CH3:37])[CH:19]=4)[O:14][C:13]3=[CH:12][CH:11]=2)=[CH:27][CH:26]=[CH:25][N:24]=1. The yield is 0.159. (2) The reactants are C(OC([O:8][C:9]1[CH:14]=[CH:13][C:12]([C@@H:15]2[CH2:20][CH2:19][N:18]([C:21]([O:23][C:24]([CH3:27])([CH3:26])[CH3:25])=[O:22])[CH2:17][C@H:16]2[OH:28])=[CH:11][CH:10]=1)=O)(C)(C)C.C(=O)([O-])[O-].[K+].[K+]. The catalyst is CO. The product is [OH:28][C@H:16]1[C@H:15]([C:12]2[CH:11]=[CH:10][C:9]([OH:8])=[CH:14][CH:13]=2)[CH2:20][CH2:19][N:18]([C:21]([O:23][C:24]([CH3:27])([CH3:26])[CH3:25])=[O:22])[CH2:17]1. The yield is 0.920. (3) The reactants are [NH2:1][C:2]1[CH:7]=[CH:6][CH:5]=[CH:4][C:3]=1[NH:8][C:9](=[O:28])[C:10]1[CH:15]=[CH:14][C:13]([CH2:16][N:17]2[CH2:25][C:24]3[C:19](=[CH:20][CH:21]=[CH:22][C:23]=3Br)[C:18]2=[O:27])=[CH:12][CH:11]=1.[C:29]([C:32]1[CH:33]=[C:34](B(O)O)[CH:35]=[CH:36][CH:37]=1)(=[O:31])[NH2:30]. No catalyst specified. The product is [NH2:1][C:2]1[CH:7]=[CH:6][CH:5]=[CH:4][C:3]=1[NH:8][C:9]([C:10]1[CH:15]=[CH:14][C:13]([CH2:16][N:17]2[CH2:25][C:24]3[C:19](=[CH:20][CH:21]=[CH:22][C:23]=3[C:36]3[CH:37]=[C:32]([CH:33]=[CH:34][CH:35]=3)[C:29]([NH2:30])=[O:31])[C:18]2=[O:27])=[CH:12][CH:11]=1)=[O:28]. The yield is 0.730. (4) The product is [Br:1][CH:18]1[C:19](=[O:23])[CH2:20][CH2:21][CH2:22][N:16]([CH2:15][C:14]2[CH:13]=[CH:12][C:11]([O:10][CH3:9])=[CH:26][CH:25]=2)[C:17]1=[O:24]. The reactants are [Br:1]N1C(=O)CCC1=O.[CH3:9][O:10][C:11]1[CH:26]=[CH:25][C:14]([CH2:15][N:16]2[CH2:22][CH2:21][CH2:20][C:19](=[O:23])[CH2:18][C:17]2=[O:24])=[CH:13][CH:12]=1.OS([O-])(=O)=O.[Na+].O. The yield is 0.910. The catalyst is C1COCC1. (5) The reactants are [CH3:1][N:2]1[C:7](=[O:8])[C:6]([NH:9][C:10]2[CH:15]=[CH:14][C:13]([N:16]3[CH2:21][CH2:20][N:19]([CH:22]4[CH2:25][O:24][CH2:23]4)[CH2:18][CH2:17]3)=[CH:12][N:11]=2)=[CH:5][C:4]([C:26]2[CH:33]=[N:32][CH:31]=[C:30]([N:34]3[CH2:46][CH2:45][C:44]4[N:43]5[C:38]([CH2:39][CH2:40][CH2:41][CH2:42]5)=[CH:37][C:36]=4[C:35]3=[O:47])[C:27]=2[CH:28]=[O:29])=[CH:3]1.[BH4-].[Na+]. The catalyst is CO. The product is [OH:29][CH2:28][C:27]1[C:26]([C:4]2[CH:5]=[C:6]([NH:9][C:10]3[CH:15]=[CH:14][C:13]([N:16]4[CH2:17][CH2:18][N:19]([CH:22]5[CH2:25][O:24][CH2:23]5)[CH2:20][CH2:21]4)=[CH:12][N:11]=3)[C:7](=[O:8])[N:2]([CH3:1])[CH:3]=2)=[CH:33][N:32]=[CH:31][C:30]=1[N:34]1[CH2:46][CH2:45][C:44]2[N:43]3[C:38]([CH2:39][CH2:40][CH2:41][CH2:42]3)=[CH:37][C:36]=2[C:35]1=[O:47]. The yield is 0.340. (6) The reactants are [Cl:1][CH2:2][C:3]1[CH:8]=[CH:7][C:6]([CH2:9][C:10]([OH:12])=O)=[CH:5][CH:4]=1.C(Cl)(=O)C(Cl)=O.[C:19]([O:23][C:24]([CH3:27])([CH3:26])[CH3:25])(=[O:22])[NH:20][NH2:21].C(N(CC)C(C)C)(C)C. The catalyst is ClCCl.CN(C)C=O. The product is [Cl:1][CH2:2][C:3]1[CH:4]=[CH:5][C:6]([CH2:9][C:10]([NH:21][NH:20][C:19]([O:23][C:24]([CH3:27])([CH3:26])[CH3:25])=[O:22])=[O:12])=[CH:7][CH:8]=1. The yield is 0.730.